From a dataset of Forward reaction prediction with 1.9M reactions from USPTO patents (1976-2016). Predict the product of the given reaction. Given the reactants [NH2:1][C:2]1[N:7]=[CH:6][C:5]([CH:8]2[CH2:12][CH2:11][S:10](=[O:14])(=[O:13])[CH2:9]2)=[CH:4][C:3]=1Br.[CH2:16]([NH:23][C:24]([C:26]1[CH:31]=[CH:30][C:29](B(O)O)=[CH:28][C:27]=1[F:35])=[O:25])[C:17]1[CH:22]=[CH:21][CH:20]=[CH:19][CH:18]=1.C([O-])([O-])=O.[Na+].[Na+].COCCOC, predict the reaction product. The product is: [NH2:1][C:2]1[C:3]([C:29]2[CH:30]=[CH:31][C:26]([C:24]([NH:23][CH2:16][C:17]3[CH:18]=[CH:19][CH:20]=[CH:21][CH:22]=3)=[O:25])=[C:27]([F:35])[CH:28]=2)=[CH:4][C:5]([C@@H:8]2[CH2:12][CH2:11][S:10](=[O:14])(=[O:13])[CH2:9]2)=[CH:6][N:7]=1.[NH2:1][C:2]1[C:3]([C:29]2[CH:30]=[CH:31][C:26]([C:24]([NH:23][CH2:16][C:17]3[CH:18]=[CH:19][CH:20]=[CH:21][CH:22]=3)=[O:25])=[C:27]([F:35])[CH:28]=2)=[CH:4][C:5]([C@H:8]2[CH2:12][CH2:11][S:10](=[O:14])(=[O:13])[CH2:9]2)=[CH:6][N:7]=1.